Task: Predict the reactants needed to synthesize the given product.. Dataset: Full USPTO retrosynthesis dataset with 1.9M reactions from patents (1976-2016) (1) Given the product [P:36]([O:38][C:39]1[CH:40]=[CH:41][CH:42]=[CH:43][CH:44]=1)([O:45][C:46]1[CH:47]=[CH:48][CH:49]=[CH:50][CH:51]=1)([O:7][C@H:6]1[O:8][C@H:9]([CH2:24][O:25][C:26](=[O:28])[CH3:27])[C@@H:10]([O:16][CH2:17][C:18]2[CH:19]=[CH:20][CH:21]=[CH:22][CH:23]=2)[C@H:11]([O:12][C:13](=[O:15])[CH3:14])[C@@H:5]1[O:4][C:1](=[O:3])[CH3:2])=[O:37], predict the reactants needed to synthesize it. The reactants are: [C:1]([O:4][C@H:5]1[C@@H:11]([O:12][C:13](=[O:15])[CH3:14])[C@H:10]([O:16][CH2:17][C:18]2[CH:23]=[CH:22][CH:21]=[CH:20][CH:19]=2)[C@@H:9]([CH2:24][O:25][C:26](=[O:28])[CH3:27])[O:8][CH:6]1[OH:7])(=[O:3])[CH3:2].CCN(CC)CC.[P:36](Cl)([O:45][C:46]1[CH:51]=[CH:50][CH:49]=[CH:48][CH:47]=1)([O:38][C:39]1[CH:44]=[CH:43][CH:42]=[CH:41][CH:40]=1)=[O:37].C([O-])(O)=O.[Na+]. (2) Given the product [NH2:1][C:2]1[CH:6]=[C:5]([Br:7])[S:4][C:3]=1[C:8]([NH:44][CH2:43][C:42]1[CH:45]=[CH:46][C:39]([O:38][CH3:37])=[CH:40][CH:41]=1)=[O:10], predict the reactants needed to synthesize it. The reactants are: [NH2:1][C:2]1[CH:6]=[C:5]([Br:7])[S:4][C:3]=1[C:8]([O:10]C)=O.[OH-].[Na+].Cl.ON1C2C=CC=CC=2N=N1.Cl.C(N=C=NCCCN(C)C)C.[CH3:37][O:38][C:39]1[CH:46]=[CH:45][C:42]([CH2:43][NH2:44])=[CH:41][CH:40]=1. (3) The reactants are: F[C:2]1[CH:7]=[CH:6][C:5]([N+:8]([O-:10])=[O:9])=[CH:4][C:3]=1[O:11][CH3:12].[NH:13]([CH2:17][CH2:18][OH:19])[CH2:14][CH2:15][OH:16]. Given the product [OH:16][CH2:15][CH2:14][N:13]([C:2]1[CH:7]=[CH:6][C:5]([N+:8]([O-:10])=[O:9])=[CH:4][C:3]=1[O:11][CH3:12])[CH2:17][CH2:18][OH:19], predict the reactants needed to synthesize it. (4) Given the product [OH:17][CH:8]([C:9]1([CH3:16])[C:10](=[O:15])[NH:11][C:12](=[O:14])[NH:13]1)[C:5]1[CH:4]=[CH:3][C:2]([NH:1][C:18](=[O:25])[C:19]2[CH:24]=[CH:23][CH:22]=[CH:21][CH:20]=2)=[CH:7][CH:6]=1, predict the reactants needed to synthesize it. The reactants are: [NH2:1][C:2]1[CH:7]=[CH:6][C:5]([CH:8]([OH:17])[C:9]2([CH3:16])[NH:13][C:12](=[O:14])[NH:11][C:10]2=[O:15])=[CH:4][CH:3]=1.[C:18](O)(=[O:25])[C:19]1[CH:24]=[CH:23][CH:22]=[CH:21][CH:20]=1. (5) Given the product [Si:4]([O:11][CH2:12][C:13]1([CH:17]([OH:18])[CH3:1])[CH2:14][CH2:15][CH2:16]1)([C:7]([CH3:10])([CH3:9])[CH3:8])([CH3:6])[CH3:5], predict the reactants needed to synthesize it. The reactants are: [CH3:1][Mg]Br.[Si:4]([O:11][CH2:12][C:13]1([CH:17]=[O:18])[CH2:16][CH2:15][CH2:14]1)([C:7]([CH3:10])([CH3:9])[CH3:8])([CH3:6])[CH3:5].[Cl-].[NH4+]. (6) Given the product [F:1][C:2]1[CH:3]=[C:4]([N:14]2[CH2:18][C@H:17]([CH2:19][S:30]([CH3:29])(=[O:32])=[O:31])[O:16][C:15]2=[O:21])[CH:5]=[CH:6][C:7]=1[N:8]1[CH:12]=[C:11]([CH3:13])[N:10]=[N:9]1, predict the reactants needed to synthesize it. The reactants are: [F:1][C:2]1[CH:3]=[C:4]([N:14]2[CH2:18][C@H:17]([CH2:19]O)[O:16][C:15]2=[O:21])[CH:5]=[CH:6][C:7]=1[N:8]1[CH:12]=[C:11]([CH3:13])[N:10]=[N:9]1.C(N(CC)CC)C.[CH3:29][S:30](Cl)(=[O:32])=[O:31].C(=O)(O)[O-].[Na+]. (7) The reactants are: [Cl:1][C:2]1[CH:7]=[CH:6][C:5]([CH:8]2[CH2:10][CH:9]2[CH2:11]Cl)=[CH:4][C:3]=1[Cl:13].[I-].[Na+].[NH:16]1[C:26]2[C:21](=[CH:22][CH:23]=[CH:24][CH:25]=2)[C:19](=[O:20])[C:17]1=[O:18].C([O-])([O-])=O.[Cs+].[Cs+]. Given the product [Cl:13][C:3]1[CH:4]=[C:5]([CH:8]2[CH2:10][CH:9]2[CH2:11][N:16]2[C:26]3[C:21](=[CH:22][CH:23]=[CH:24][CH:25]=3)[C:19](=[O:20])[C:17]2=[O:18])[CH:6]=[CH:7][C:2]=1[Cl:1], predict the reactants needed to synthesize it.